Dataset: Forward reaction prediction with 1.9M reactions from USPTO patents (1976-2016). Task: Predict the product of the given reaction. (1) Given the reactants [CH2:1]([O:8][CH:9]([C:13]1[CH:18]=[C:17]([Cl:19])[CH:16]=[CH:15][C:14]=1[CH:20]([OH:23])[CH:21]=[CH2:22])[CH2:10][CH:11]=[CH2:12])[C:2]1[CH:7]=[CH:6][CH:5]=[CH:4][CH:3]=1, predict the reaction product. The product is: [CH2:1]([O:8][CH:9]([C:13]1[CH:18]=[C:17]([Cl:19])[CH:16]=[CH:15][C:14]=1[C:20](=[O:23])[CH:21]=[CH2:22])[CH2:10][CH:11]=[CH2:12])[C:2]1[CH:7]=[CH:6][CH:5]=[CH:4][CH:3]=1. (2) The product is: [CH3:12][O:13][C:14]([C:16]1[CH:17]=[C:18]([CH3:40])[C:19]2[O:25][C:24]3[C:26]([Cl:36])=[CH:27][C:28]([N:30]4[CH2:31][CH2:32][N:33]([CH2:1][CH2:2][CH2:3][CH2:4][CH2:5][CH2:6][CH2:7][CH2:8][CH2:9][CH3:10])[CH2:34][CH2:35]4)=[CH:29][C:23]=3[CH2:22][S:21](=[O:37])(=[O:38])[C:20]=2[CH:39]=1)=[O:15]. Given the reactants [CH:1](=O)[CH2:2][CH2:3][CH2:4][CH2:5][CH2:6][CH2:7][CH2:8][CH2:9][CH3:10].[CH3:12][O:13][C:14]([C:16]1[CH:17]=[C:18]([CH3:40])[C:19]2[O:25][C:24]3[C:26]([Cl:36])=[CH:27][C:28]([N:30]4[CH2:35][CH2:34][NH:33][CH2:32][CH2:31]4)=[CH:29][C:23]=3[CH2:22][S:21](=[O:38])(=[O:37])[C:20]=2[CH:39]=1)=[O:15].C([BH3-])#N.[Na+], predict the reaction product. (3) Given the reactants [NH2:1][C:2]1[C:3]([CH3:33])=[C:4]([C:8]2[C:20]3[C:19]4[C:14](=[CH:15][C:16]([C:21]([N:23]5[CH2:28][CH2:27][N:26]([CH3:29])[CH2:25][CH2:24]5)=[O:22])=[CH:17][CH:18]=4)[NH:13][C:12]=3[C:11]([C:30]([NH2:32])=[O:31])=[CH:10][CH:9]=2)[CH:5]=[CH:6][CH:7]=1.[N:34]([C:37]1[CH:42]=[CH:41][C:40]([CH3:43])=[C:39]([CH3:44])[CH:38]=1)=[C:35]=[O:36], predict the reaction product. The product is: [CH3:44][C:39]1[CH:38]=[C:37]([NH:34][C:35](=[O:36])[NH:1][C:2]2[C:3]([CH3:33])=[C:4]([C:8]3[C:20]4[C:19]5[C:14](=[CH:15][C:16]([C:21]([N:23]6[CH2:28][CH2:27][N:26]([CH3:29])[CH2:25][CH2:24]6)=[O:22])=[CH:17][CH:18]=5)[NH:13][C:12]=4[C:11]([C:30]([NH2:32])=[O:31])=[CH:10][CH:9]=3)[CH:5]=[CH:6][CH:7]=2)[CH:42]=[CH:41][C:40]=1[CH3:43]. (4) Given the reactants [CH:1]1[CH:2]=[CH:3][N:4]2[CH2:10][C:9]3[CH:11]=[CH:12][CH:13]=[CH:14][C:8]=3[N:7]([C:15]([C:17]3[CH:22]=[CH:21][C:20](C4CCCCC=4)=[CH:19][CH:18]=3)=[O:16])[CH2:6][C:5]=12.FC(F)(F)S(O[C:35]1[CH:36]2[CH2:41][CH:38]([CH2:39][CH:40]=1)[C:37]2([CH3:43])[CH3:42])(=O)=O, predict the reaction product. The product is: [CH:1]1[CH:2]=[CH:3][N:4]2[CH2:10][C:9]3[CH:11]=[CH:12][CH:13]=[CH:14][C:8]=3[N:7]([C:15]([C:17]3[CH:18]=[CH:19][C:20]([C:35]4[CH:36]5[CH2:41][CH:38]([CH2:39][CH:40]=4)[C:37]5([CH3:43])[CH3:42])=[CH:21][CH:22]=3)=[O:16])[CH2:6][C:5]=12. (5) Given the reactants [NH:1]1[C:9]2[C:4](=[N:5][CH:6]=[CH:7][CH:8]=2)[CH:3]=[CH:2]1.C1N2CN3CN(C2)CN1C3.[C:20](O)(=[O:22])C, predict the reaction product. The product is: [NH:1]1[C:9]2[C:4](=[N:5][CH:6]=[CH:7][CH:8]=2)[C:3]([CH:20]=[O:22])=[CH:2]1. (6) Given the reactants [CH2:1]([O:15][C:16]([C:18]1[CH:22]=[CH:21][S:20][C:19]=1[CH:23]=O)=[O:17])[CH2:2][CH2:3][CH2:4][CH2:5][CH2:6][CH2:7][CH2:8][CH2:9][CH2:10][CH2:11][CH2:12][CH2:13][CH3:14].[NH2:25][C:26]([C:28]([NH2:30])=[S:29])=[S:27], predict the reaction product. The product is: [CH2:1]([O:15][C:16]([C:18]1[CH:22]=[CH:21][S:20][C:19]=1[C:23]1[S:27][C:26]2[N:25]=[C:23]([C:19]3[S:20][CH:21]=[CH:22][C:18]=3[C:16]([O:15][CH2:1][CH2:2][CH2:3][CH2:4][CH2:5][CH2:6][CH2:7][CH2:8][CH2:9][CH2:10][CH2:11][CH2:12][CH2:13][CH3:14])=[O:17])[S:29][C:28]=2[N:30]=1)=[O:17])[CH2:2][CH2:3][CH2:4][CH2:5][CH2:6][CH2:7][CH2:8][CH2:9][CH2:10][CH2:11][CH2:12][CH2:13][CH3:14]. (7) Given the reactants CC1(C)C(C)(C)OB([C:9]2[CH2:10][CH2:11][N:12]([C:15]([O:17][C:18]([CH3:21])([CH3:20])[CH3:19])=[O:16])[CH2:13][CH:14]=2)O1.Br[C:24]1[CH:29]=[CH:28][C:27]([O:30][CH3:31])=[C:26]([N+:32]([O-:34])=[O:33])[CH:25]=1.C(=O)([O-])[O-].[K+].[K+], predict the reaction product. The product is: [CH3:31][O:30][C:27]1[CH:28]=[CH:29][C:24]([C:9]2[CH2:10][CH2:11][N:12]([C:15]([O:17][C:18]([CH3:19])([CH3:20])[CH3:21])=[O:16])[CH2:13][CH:14]=2)=[CH:25][C:26]=1[N+:32]([O-:34])=[O:33].